Dataset: NCI-60 drug combinations with 297,098 pairs across 59 cell lines. Task: Regression. Given two drug SMILES strings and cell line genomic features, predict the synergy score measuring deviation from expected non-interaction effect. (1) Drug 1: CN(C)C1=NC(=NC(=N1)N(C)C)N(C)C. Drug 2: C1CN(P(=O)(OC1)NCCCl)CCCl. Cell line: A549. Synergy scores: CSS=0.272, Synergy_ZIP=2.05, Synergy_Bliss=1.20, Synergy_Loewe=-3.72, Synergy_HSA=-2.83. (2) Synergy scores: CSS=0.213, Synergy_ZIP=-1.44, Synergy_Bliss=-4.06, Synergy_Loewe=-7.90, Synergy_HSA=-8.72. Cell line: NCI-H460. Drug 2: CC12CCC3C(C1CCC2OP(=O)(O)O)CCC4=C3C=CC(=C4)OC(=O)N(CCCl)CCCl.[Na+]. Drug 1: CN1C(=O)N2C=NC(=C2N=N1)C(=O)N. (3) Drug 1: CC(C1=C(C=CC(=C1Cl)F)Cl)OC2=C(N=CC(=C2)C3=CN(N=C3)C4CCNCC4)N. Drug 2: COC1=CC(=CC(=C1O)OC)C2C3C(COC3=O)C(C4=CC5=C(C=C24)OCO5)OC6C(C(C7C(O6)COC(O7)C8=CC=CS8)O)O. Cell line: A549. Synergy scores: CSS=31.9, Synergy_ZIP=-8.05, Synergy_Bliss=-8.08, Synergy_Loewe=-9.20, Synergy_HSA=-4.53. (4) Drug 1: CCC1(CC2CC(C3=C(CCN(C2)C1)C4=CC=CC=C4N3)(C5=C(C=C6C(=C5)C78CCN9C7C(C=CC9)(C(C(C8N6C=O)(C(=O)OC)O)OC(=O)C)CC)OC)C(=O)OC)O.OS(=O)(=O)O. Drug 2: CC1CCC2CC(C(=CC=CC=CC(CC(C(=O)C(C(C(=CC(C(=O)CC(OC(=O)C3CCCCN3C(=O)C(=O)C1(O2)O)C(C)CC4CCC(C(C4)OC)O)C)C)O)OC)C)C)C)OC. Cell line: CAKI-1. Synergy scores: CSS=12.3, Synergy_ZIP=-3.64, Synergy_Bliss=-2.14, Synergy_Loewe=-19.1, Synergy_HSA=-9.27. (5) Drug 1: CN1C2=C(C=C(C=C2)N(CCCl)CCCl)N=C1CCCC(=O)O.Cl. Drug 2: CS(=O)(=O)OCCCCOS(=O)(=O)C. Cell line: MCF7. Synergy scores: CSS=-4.15, Synergy_ZIP=0.816, Synergy_Bliss=-2.85, Synergy_Loewe=-3.69, Synergy_HSA=-5.06. (6) Synergy scores: CSS=28.4, Synergy_ZIP=-8.28, Synergy_Bliss=1.56, Synergy_Loewe=-0.381, Synergy_HSA=0.525. Drug 1: C1=CC(=CC=C1CCCC(=O)O)N(CCCl)CCCl. Drug 2: CCC1(CC2CC(C3=C(CCN(C2)C1)C4=CC=CC=C4N3)(C5=C(C=C6C(=C5)C78CCN9C7C(C=CC9)(C(C(C8N6C=O)(C(=O)OC)O)OC(=O)C)CC)OC)C(=O)OC)O.OS(=O)(=O)O. Cell line: SN12C. (7) Drug 1: COC1=C2C(=CC3=C1OC=C3)C=CC(=O)O2. Drug 2: C(CCl)NC(=O)N(CCCl)N=O. Cell line: MDA-MB-435. Synergy scores: CSS=8.26, Synergy_ZIP=-5.52, Synergy_Bliss=-7.46, Synergy_Loewe=-8.39, Synergy_HSA=-3.78. (8) Drug 1: CCC1=C2CN3C(=CC4=C(C3=O)COC(=O)C4(CC)O)C2=NC5=C1C=C(C=C5)O. Drug 2: C(CN)CNCCSP(=O)(O)O. Cell line: SR. Synergy scores: CSS=49.7, Synergy_ZIP=-3.33, Synergy_Bliss=-6.03, Synergy_Loewe=-45.8, Synergy_HSA=-5.54. (9) Drug 1: CS(=O)(=O)CCNCC1=CC=C(O1)C2=CC3=C(C=C2)N=CN=C3NC4=CC(=C(C=C4)OCC5=CC(=CC=C5)F)Cl. Drug 2: B(C(CC(C)C)NC(=O)C(CC1=CC=CC=C1)NC(=O)C2=NC=CN=C2)(O)O. Cell line: HCT116. Synergy scores: CSS=40.1, Synergy_ZIP=-1.02, Synergy_Bliss=-2.45, Synergy_Loewe=-10.5, Synergy_HSA=-1.39. (10) Drug 1: C1=NC2=C(N1)C(=S)N=C(N2)N. Drug 2: COC1=C2C(=CC3=C1OC=C3)C=CC(=O)O2. Cell line: SN12C. Synergy scores: CSS=24.1, Synergy_ZIP=-6.29, Synergy_Bliss=-0.341, Synergy_Loewe=-10.0, Synergy_HSA=-2.71.